From a dataset of Full USPTO retrosynthesis dataset with 1.9M reactions from patents (1976-2016). Predict the reactants needed to synthesize the given product. (1) The reactants are: [CH3:1][C:2]1[O:6][C:5]([C:7]([NH:9][C:10]([C:13]2[N:19]([CH3:20])[C:17](=[O:18])[C:16]([OH:21])=[C:15]([C:22]([NH:24][CH2:25][C:26]3[CH:27]=[CH:28][C:29]([F:32])=[CH:30][CH:31]=3)=[O:23])[N:14]=2)([CH3:12])[CH3:11])=[O:8])=[N:4][N:3]=1.[OH-].[K+:34].CC(C)=O.O. Given the product [CH3:1][C:2]1[O:6][C:5]([C:7]([NH:9][C:10]([C:13]2[N:19]([CH3:20])[C:17](=[O:18])[C:16]([O-:21])=[C:15]([C:22]([NH:24][CH2:25][C:26]3[CH:27]=[CH:28][C:29]([F:32])=[CH:30][CH:31]=3)=[O:23])[N:14]=2)([CH3:12])[CH3:11])=[O:8])=[N:4][N:3]=1.[K+:34], predict the reactants needed to synthesize it. (2) Given the product [NH2:23][C@:19]1([CH2:20][OH:21])[CH2:25][CH2:26][C@H:17]([C:12]2[CH:11]=[CH:10][C:9]3[CH2:8][C@@H:7]([CH2:1][CH2:2][CH2:3][CH2:4][CH:5]([O:28][CH3:27])[CH3:6])[CH2:16][CH2:15][C:14]=3[CH:13]=2)[CH2:18]1, predict the reactants needed to synthesize it. The reactants are: [CH2:1]([C@H:7]1[CH2:16][CH2:15][C:14]2[CH:13]=[C:12]([C@H:17]3[CH2:26][CH2:25][C@@:19]4([NH:23]C(=O)[O:21][CH2:20]4)[CH2:18]3)[CH:11]=[CH:10][C:9]=2[CH2:8]1)[CH2:2][CH2:3][CH2:4][CH:5]=[CH2:6].[CH3:27][OH:28]. (3) Given the product [Br:16][C:7]1[C:3]([CH2:1][CH3:2])=[N:4][O:5][C:6]=1[CH3:8], predict the reactants needed to synthesize it. The reactants are: [CH2:1]([C:3]1[CH:7]=[C:6]([CH3:8])[O:5][N:4]=1)[CH3:2].C1C(=O)N([Br:16])C(=O)C1.C(OCC)(=O)C. (4) Given the product [Cl:1][C:2]1[C:3]([CH2:12][N:13]2[C:17](/[CH:18]=[CH:19]/[C:20]([OH:22])=[O:21])=[CH:16][C:15]([O:24][CH:25]([CH3:27])[CH3:26])=[N:14]2)=[N:4][CH:5]=[C:6]([C:8]([F:9])([F:10])[F:11])[CH:7]=1, predict the reactants needed to synthesize it. The reactants are: [Cl:1][C:2]1[C:3]([CH2:12][N:13]2[C:17](/[CH:18]=[CH:19]/[C:20]([O:22]C)=[O:21])=[CH:16][C:15]([O:24][CH:25]([CH3:27])[CH3:26])=[N:14]2)=[N:4][CH:5]=[C:6]([C:8]([F:11])([F:10])[F:9])[CH:7]=1.[OH-].[Na+].O1CCCC1.Cl. (5) Given the product [O:10]1[CH2:15][CH2:14][CH2:13][CH2:12][CH:11]1[O:1][C:2]1[CH:9]=[CH:8][C:5]([CH:6]=[O:7])=[CH:4][CH:3]=1, predict the reactants needed to synthesize it. The reactants are: [OH:1][C:2]1[CH:9]=[CH:8][C:5]([CH:6]=[O:7])=[CH:4][CH:3]=1.[O:10]1[CH:15]=[CH:14][CH2:13][CH2:12][CH2:11]1.